This data is from Reaction yield outcomes from USPTO patents with 853,638 reactions. The task is: Predict the reaction yield, written as a fraction of the theoretical maximum amount of product (1.0 means a 100% yield; for example, 0.34 means a 34% yield). (1) The reactants are [Si]([O:8][CH2:9][CH2:10][N:11]([CH:45]1[CH2:48][O:47][CH2:46]1)[C:12]([C:14]1[C:19]([O:20][CH2:21][C:22]2[CH:27]=[CH:26][CH:25]=[CH:24][CH:23]=2)=[C:18]([OH:28])[N:17]=[C:16]([CH2:29][C:30]2([C:35]3[C:44]4[C:39](=[CH:40][CH:41]=[CH:42][CH:43]=4)[CH:38]=[CH:37][CH:36]=3)[CH2:34][CH2:33][CH2:32][CH2:31]2)[N:15]=1)=[O:13])(C(C)(C)C)(C)C.[F-].C([N+](CCCC)(CCCC)CCCC)CCC.C(OCC)(=O)C.CCCCCC. The catalyst is O1CCCC1. The product is [OH:8][CH2:9][CH2:10][N:11]([CH:45]1[CH2:46][O:47][CH2:48]1)[C:12]([C:14]1[C:19]([O:20][CH2:21][C:22]2[CH:27]=[CH:26][CH:25]=[CH:24][CH:23]=2)=[C:18]([OH:28])[N:17]=[C:16]([CH2:29][C:30]2([C:35]3[C:44]4[C:39](=[CH:40][CH:41]=[CH:42][CH:43]=4)[CH:38]=[CH:37][CH:36]=3)[CH2:31][CH2:32][CH2:33][CH2:34]2)[N:15]=1)=[O:13]. The yield is 0.730. (2) The reactants are [CH:1]1([C:7](Cl)=[O:8])[CH2:6][CH2:5][CH2:4][CH2:3][CH2:2]1.[CH3:10][O:11][C:12]1[CH:18]=[CH:17][C:16]([O:19][CH3:20])=[CH:15][C:13]=1[NH2:14].C(OCC)(=O)C.CCCCCCC. The catalyst is O. The product is [CH3:10][O:11][C:12]1[CH:18]=[CH:17][C:16]([O:19][CH3:20])=[CH:15][C:13]=1[NH:14][C:7]([CH:1]1[CH2:6][CH2:5][CH2:4][CH2:3][CH2:2]1)=[O:8]. The yield is 0.670. (3) The yield is 0.407. The product is [O:17]([C:18]1[CH:19]=[C:20]([CH:21]=[CH:22][CH:23]=1)[O:24][C:2]1[N:7]=[CH:6][N:5]=[C:4]([NH:8][C:9]2[CH:14]=[CH:13][CH:12]=[C:11]([NH2:15])[N:10]=2)[CH:3]=1)[CH3:16]. The catalyst is CN(C=O)C.CCOC(C)=O. The reactants are Cl[C:2]1[N:7]=[CH:6][N:5]=[C:4]([NH:8][C:9]2[CH:14]=[CH:13][CH:12]=[C:11]([NH2:15])[N:10]=2)[CH:3]=1.[CH3:16][O:17][C:18]1[CH:19]=[C:20]([OH:24])[CH:21]=[CH:22][CH:23]=1.C([O-])([O-])=O.[K+].[K+]. (4) The product is [CH3:1][N:2]1[C:10]2[C:5](=[CH:6][C:7]([CH:11]([C:13]3[CH:14]=[C:15]4[C:19](=[CH:20][CH:21]=3)[N:18]([CH3:22])[N:17]=[CH:16]4)[N:33]3[CH2:32][CH2:31][N:30]([C:36]([O:38][C:39]([CH3:42])([CH3:41])[CH3:40])=[O:37])[CH2:35][CH2:34]3)=[CH:8][CH:9]=2)[CH:4]=[N:3]1. The catalyst is C(#N)C. The reactants are [CH3:1][N:2]1[C:10]2[C:5](=[CH:6][C:7]([CH:11]([C:13]3[CH:14]=[C:15]4[C:19](=[CH:20][CH:21]=3)[N:18]([CH3:22])[N:17]=[CH:16]4)O)=[CH:8][CH:9]=2)[CH:4]=[N:3]1.C(Cl)Cl.S(Cl)(Cl)=O.[N:30]1([C:36]([O:38][C:39]([CH3:42])([CH3:41])[CH3:40])=[O:37])[CH2:35][CH2:34][NH:33][CH2:32][CH2:31]1. The yield is 0.560. (5) The reactants are [F:1][C:2]1[CH:3]=[C:4]2[C:8](=[CH:9][CH:10]=1)[N:7]([CH2:11][C:12]1[O:13][C:14]([C:17]([F:20])([F:19])[F:18])=[CH:15][CH:16]=1)[C:6](=[O:21])[C:5]2([C:24]1[C:29](O)=[CH:28][CH:27]=[C:26]([O:31][CH3:32])[N:25]=1)[CH2:22][OH:23].C(P(CCCC)CCCC)CCC.N(C(OCC)=O)=NC(OCC)=O. The catalyst is O1CCCC1. The product is [F:1][C:2]1[CH:3]=[C:4]2[C:8](=[CH:9][CH:10]=1)[N:7]([CH2:11][C:12]1[O:13][C:14]([C:17]([F:20])([F:18])[F:19])=[CH:15][CH:16]=1)[C:6](=[O:21])[C:5]12[C:24]2=[N:25][C:26]([O:31][CH3:32])=[CH:27][CH:28]=[C:29]2[O:23][CH2:22]1. The yield is 0.0540. (6) The reactants are [C:1]([CH:5]1[CH2:13][C:12]2[C:7](=[CH:8][CH:9]=[C:10]([NH:14][C:15]([C:17]3([C:20]4[CH:30]=[CH:29][C:23]5[O:24][C:25]([F:28])([F:27])[O:26][C:22]=5[CH:21]=4)[CH2:19][CH2:18]3)=[O:16])[CH:11]=2)[N:6]1[CH2:31][CH2:32]C#N)([CH3:4])([CH3:3])[CH3:2].[Cl:35]CC=O.[BH-](OC(C)=O)(OC(C)=O)OC(C)=O.[Na+]. The catalyst is ClCCl. The product is [C:1]([CH:5]1[CH2:13][C:12]2[C:7](=[CH:8][CH:9]=[C:10]([NH:14][C:15]([C:17]3([C:20]4[CH:30]=[CH:29][C:23]5[O:24][C:25]([F:28])([F:27])[O:26][C:22]=5[CH:21]=4)[CH2:19][CH2:18]3)=[O:16])[CH:11]=2)[N:6]1[CH2:31][CH2:32][Cl:35])([CH3:4])([CH3:3])[CH3:2]. The yield is 0.630.